This data is from Full USPTO retrosynthesis dataset with 1.9M reactions from patents (1976-2016). The task is: Predict the reactants needed to synthesize the given product. (1) Given the product [C:1]([N:5]1[C:9]([CH2:10][CH2:11][C:12]2[CH:13]=[CH:14][C:15]([O:18][CH3:19])=[CH:16][CH:17]=2)=[C:8]([C:20]([NH2:22])=[O:21])[CH:7]=[N:6]1)([CH3:4])([CH3:2])[CH3:3], predict the reactants needed to synthesize it. The reactants are: [C:1]([N:5]1[C:9](/[CH:10]=[CH:11]/[C:12]2[CH:17]=[CH:16][C:15]([O:18][CH3:19])=[CH:14][CH:13]=2)=[C:8]([C:20]([NH2:22])=[O:21])[CH:7]=[N:6]1)([CH3:4])([CH3:3])[CH3:2].[H][H]. (2) Given the product [C:10]([S:8](/[N:7]=[CH:6]/[C:4]1[CH:5]=[N:1][N:2]([C:19]([O:18][C:15]([CH3:17])([CH3:16])[CH3:14])=[O:20])[CH:3]=1)=[O:9])([CH3:13])([CH3:12])[CH3:11], predict the reactants needed to synthesize it. The reactants are: [NH:1]1[CH:5]=[C:4]([CH:6]=[N:7][S:8]([C:10]([CH3:13])([CH3:12])[CH3:11])=[O:9])[CH:3]=[N:2]1.[CH3:14][C:15]([O:18][C:19](O[C:19]([O:18][C:15]([CH3:17])([CH3:16])[CH3:14])=[O:20])=[O:20])([CH3:17])[CH3:16].O. (3) Given the product [CH2:23]([C:4]1[CH:3]=[C:2]([CH:7]=[CH:6][C:5]=1[S:8](=[O:10])(=[O:9])[NH:11][CH2:12][C:13]1[CH:14]=[C:15]2[C:19](=[CH:20][CH:21]=1)[N:18]([CH3:22])[N:17]=[CH:16]2)[C:69]([O:68][CH3:67])=[O:70])[CH3:24], predict the reactants needed to synthesize it. The reactants are: Br[C:2]1[CH:7]=[CH:6][C:5]([S:8]([NH:11][CH2:12][C:13]2[CH:14]=[C:15]3[C:19](=[CH:20][CH:21]=2)[N:18]([CH3:22])[N:17]=[CH:16]3)(=[O:10])=[O:9])=[C:4]([CH2:23][CH3:24])[CH:3]=1.C1(P(C2C=CC=CC=2)CCCP(C2C=CC=CC=2)C2C=CC=CC=2)C=CC=CC=1.C(N(CC)CC)C.CN(C=O)C.C[CH2:67][O:68][C:69](C)=[O:70].CCCCCC. (4) The reactants are: [C:1]([O:5][C:6](=[O:17])[NH:7][C@H:8]([C:11]1[CH:16]=[CH:15][CH:14]=[CH:13][CH:12]=1)[CH2:9][NH2:10])([CH3:4])([CH3:3])[CH3:2].[N+:18]([C:21]1[CH:26]=[CH:25][CH:24]=[CH:23][C:22]=1I)([O-:20])=[O:19].C1(P(C2C=CC=CC=2)C2C3OC4C(=CC=CC=4P(C4C=CC=CC=4)C4C=CC=CC=4)C(C)(C)C=3C=CC=2)C=CC=CC=1.C([O-])([O-])=O.[Cs+].[Cs+]. Given the product [C:1]([O:5][C:6](=[O:17])[NH:7][C@H:8]([C:11]1[CH:12]=[CH:13][CH:14]=[CH:15][CH:16]=1)[CH2:9][NH:10][C:22]1[CH:23]=[CH:24][CH:25]=[CH:26][C:21]=1[N+:18]([O-:20])=[O:19])([CH3:4])([CH3:2])[CH3:3], predict the reactants needed to synthesize it. (5) Given the product [Cl:1][C:2]1[C:10]2[N:9]=[C:8]3[N:11]([C:15]4[CH:20]=[CH:19][C:18]([Cl:21])=[CH:17][C:16]=4[Cl:22])[CH2:12][CH2:13][CH2:14][N:7]3[C:6]=2[C:5]([CH:23]([CH2:30][CH3:31])[CH2:24][C:25]([NH2:40])=[O:26])=[CH:4][CH:3]=1, predict the reactants needed to synthesize it. The reactants are: [Cl:1][C:2]1[C:10]2[N:9]=[C:8]3[N:11]([C:15]4[CH:20]=[CH:19][C:18]([Cl:21])=[CH:17][C:16]=4[Cl:22])[CH2:12][CH2:13][CH2:14][N:7]3[C:6]=2[C:5]([CH:23]([CH2:30][CH3:31])[CH2:24][C:25](OCC)=[O:26])=[CH:4][CH:3]=1.[OH-].[Na+].ClC(OCC)=O.[NH3:40]. (6) Given the product [Cl:1][C:2]1[CH:3]=[CH:4][C:5]([C:25]#[N:26])=[C:6]([C:8]2[C:13]([O:14][CH3:15])=[CH:12][N:11]([CH:16]([CH2:20][CH:21]([F:23])[CH3:22])[C:17]([NH:27][C:28]3[CH:29]=[CH:30][C:31]([C:32]([O:34][CH2:35][CH3:36])=[O:33])=[CH:37][CH:38]=3)=[O:18])[C:10](=[O:24])[CH:9]=2)[CH:7]=1, predict the reactants needed to synthesize it. The reactants are: [Cl:1][C:2]1[CH:3]=[CH:4][C:5]([C:25]#[N:26])=[C:6]([C:8]2[C:13]([O:14][CH3:15])=[CH:12][N:11]([CH:16]([CH2:20][CH:21]([F:23])[CH3:22])[C:17](O)=[O:18])[C:10](=[O:24])[CH:9]=2)[CH:7]=1.[NH2:27][C:28]1[CH:38]=[CH:37][C:31]([C:32]([O:34][CH2:35][CH3:36])=[O:33])=[CH:30][CH:29]=1. (7) Given the product [Cl:25][C:19]1[C:18]([CH3:26])=[C:17]([C:14]2[CH:15]=[CH:16][N:12]([CH2:11][C@@H:10]([NH:9][C:7]([C:5]3[N:6]=[C:2]([N:29]([CH3:30])[CH3:28])[S:3][CH:4]=3)=[O:8])[CH3:27])[N:13]=2)[CH:22]=[CH:21][C:20]=1[C:23]#[N:24], predict the reactants needed to synthesize it. The reactants are: Br[C:2]1[S:3][CH:4]=[C:5]([C:7]([NH:9][C@@H:10]([CH3:27])[CH2:11][N:12]2[CH:16]=[CH:15][C:14]([C:17]3[CH:22]=[CH:21][C:20]([C:23]#[N:24])=[C:19]([Cl:25])[C:18]=3[CH3:26])=[N:13]2)=[O:8])[N:6]=1.[CH3:28][NH:29][CH3:30].C1COCC1. (8) Given the product [Br:17][C:10]1[N:9]=[C:8]([C:12]([O:14][CH2:15][CH3:16])=[O:13])[N:7]([CH2:6][CH2:5][CH2:4][CH2:3][O:2][CH3:1])[CH:11]=1, predict the reactants needed to synthesize it. The reactants are: [CH3:1][O:2][CH2:3][CH2:4][CH2:5][CH2:6][N:7]1[CH:11]=[CH:10][N:9]=[C:8]1[C:12]([O:14][CH2:15][CH3:16])=[O:13].[Br:17]N1C(=O)CCC1=O. (9) The reactants are: [F:1][C:2]1[CH:27]=[CH:26][C:5]([CH2:6][NH:7][C:8]([C:10]2[C:11](=[O:25])[N:12]([CH2:21][CH2:22][NH:23][CH3:24])[C:13]3[C:18]([C:19]=2[OH:20])=[N:17][CH:16]=[CH:15][CH:14]=3)=[O:9])=[C:4]([S:28]([CH3:31])(=[O:30])=[O:29])[CH:3]=1.[CH3:32][N:33]([CH3:38])[S:34](Cl)(=[O:36])=[O:35].CCN(C(C)C)C(C)C. Given the product [CH3:32][N:33]([CH3:38])[S:34]([N:23]([CH3:24])[CH2:22][CH2:21][N:12]1[C:13]2[C:18](=[N:17][CH:16]=[CH:15][CH:14]=2)[C:19]([OH:20])=[C:10]([C:8]([NH:7][CH2:6][C:5]2[CH:26]=[CH:27][C:2]([F:1])=[CH:3][C:4]=2[S:28]([CH3:31])(=[O:30])=[O:29])=[O:9])[C:11]1=[O:25])(=[O:36])=[O:35], predict the reactants needed to synthesize it. (10) Given the product [CH2:1]([O:8][C:9]([N:26]1[CH2:31][CH2:30][CH:29]([CH:19]=[CH:20][C:21]([OH:23])=[O:22])[CH2:28][CH2:27]1)=[O:10])[C:2]1[CH:3]=[CH:4][CH:5]=[CH:6][CH:7]=1, predict the reactants needed to synthesize it. The reactants are: [CH2:1]([O:8][C:9](C(N1CCCCC1)=O)=[O:10])[C:2]1[CH:7]=[CH:6][CH:5]=[CH:4][CH:3]=1.[C:19](O)(=O)[CH2:20][C:21]([OH:23])=[O:22].[N:26]1[CH:31]=[CH:30][CH:29]=[CH:28][CH:27]=1.N1CCCCC1.